Dataset: Reaction yield outcomes from USPTO patents with 853,638 reactions. Task: Predict the reaction yield, written as a fraction of the theoretical maximum amount of product (1.0 means a 100% yield; for example, 0.34 means a 34% yield). (1) The reactants are C[O:2][C:3](=[O:37])[CH2:4][CH2:5][C:6]1[CH:11]=[CH:10][C:9]([O:12][CH2:13][CH2:14][CH:15]([O:17][C:18]2[CH:23]=[CH:22][C:21]([CH2:24][CH2:25][CH2:26][CH3:27])=[CH:20][C:19]=2[C:28](=[O:35])[C:29]2[CH:34]=[CH:33][CH:32]=[CH:31][CH:30]=2)[CH3:16])=[CH:8][C:7]=1[CH3:36].[OH-].[Na+].Cl. The catalyst is CO.O. The product is [C:28]([C:19]1[CH:20]=[C:21]([CH2:24][CH2:25][CH2:26][CH3:27])[CH:22]=[CH:23][C:18]=1[O:17][CH:15]([CH3:16])[CH2:14][CH2:13][O:12][C:9]1[CH:10]=[CH:11][C:6]([CH2:5][CH2:4][C:3]([OH:37])=[O:2])=[C:7]([CH3:36])[CH:8]=1)(=[O:35])[C:29]1[CH:30]=[CH:31][CH:32]=[CH:33][CH:34]=1. The yield is 0.940. (2) The reactants are [NH2:1][C:2]1[CH:3]=[C:4]2[C:9](=[C:10]([O:12][CH3:13])[CH:11]=1)[N:8]=[CH:7][C:6]([C:14]#[N:15])=[C:5]2[NH:16][C:17]1[CH:22]=[CH:21][C:20]([F:23])=[C:19]([Cl:24])[CH:18]=1.[BH3-][C:26]#[N:27].[Na+]. The catalyst is CCO. The yield is 0.140. The product is [Cl:24][C:19]1[CH:18]=[C:17]([NH:16][C:5]2[C:4]3[C:9](=[C:10]([O:12][CH3:13])[CH:11]=[C:2]([NH:1][CH2:6][C:7]4[NH:8][CH:9]=[N:27][CH:26]=4)[CH:3]=3)[N:8]=[CH:7][C:6]=2[C:14]#[N:15])[CH:22]=[CH:21][C:20]=1[F:23]. (3) The reactants are [Cl:1][C:2]1[CH:11]=[CH:10][CH:9]=[C:8]2[C:3]=1[C:4](=[O:21])[N:5]([C:14]1[CH:19]=[CH:18][CH:17]=[CH:16][C:15]=1[Cl:20])[C:6]([CH2:12]Cl)=[N:7]2.O.[SH:23][C:24]1[N:32]=[CH:31][N:30]=[C:29]2[C:25]=1[NH:26][CH:27]=[N:28]2.C([O-])([O-])=O.[K+].[K+]. The catalyst is CN(C=O)C. The product is [Cl:1][C:2]1[CH:11]=[CH:10][CH:9]=[C:8]2[C:3]=1[C:4](=[O:21])[N:5]([C:14]1[CH:19]=[CH:18][CH:17]=[CH:16][C:15]=1[Cl:20])[C:6]([CH2:12][S:23][C:24]1[N:32]=[CH:31][N:30]=[C:29]3[C:25]=1[N:26]=[CH:27][NH:28]3)=[N:7]2. The yield is 0.850.